From a dataset of Human Reference Interactome with 51,813 positive PPI pairs across 8,248 proteins, plus equal number of experimentally-validated negative pairs. Binary Classification. Given two protein amino acid sequences, predict whether they physically interact or not. Protein 1 (ENSG00000162763) has sequence MSLASGPGPGWLLFSFGMGLVSGSKCPNNCLCQAQEVICTGKQLTEYPLDIPLNTRRLFLNENRITSLPAMHLGLLSDLVYLDCQNNRIREVMDYTFIGVFKLIYLDLSSNNLTSISPFTFSVLSNLVQLNIANNPHLLSLHKFTFANTTSLRYLDLRNTGLQTLDSAALYHLTTLETLFLSGNPWKCNCSFLDFAIFLIVFHMDPSDDLNATCVEPTELTGWPITRVGNPLRYMCITHLDHKDYIFLLLIGFCIFAAGTVAAWLTGVCAVLYQNTRHKSSEEDEDEAGTRVEVSRRIFQ.... Protein 2 (ENSG00000072415) has sequence MTTSHMNGHVTEESDSEVKNVDLASPEEHQKHREMAVDCPGDLGTRMMPIRRSAQLERIRQQQEDMRRRREEEGKKQELDLNSSMRLKKLAQIPPKTGIDNPMFDTEEGIVLESPHYAVKILEIEDLFSSLKHIQHTLVDSQSQEDISLLLQLVQNKDFQNAFKIHNAITVHMNKASPPFPLISNAQDLAQEVQTVLKPVHHKEGQELTALLNTPHIQALLLAHDKVAEQEMQLEPITDERVYESIGQYGGETVKIVRIEKARDIPLGATVRNEMDSVIISRIVKGGAAEKSGLLHEGDE.... Result: 0 (the proteins do not interact).